Dataset: Full USPTO retrosynthesis dataset with 1.9M reactions from patents (1976-2016). Task: Predict the reactants needed to synthesize the given product. (1) Given the product [Br:20][C:3]1[C:2]([OH:1])=[C:11]2[C:6]([C:7]([CH3:13])=[CH:8][C:9](=[O:12])[NH:10]2)=[CH:5][CH:4]=1, predict the reactants needed to synthesize it. The reactants are: [OH:1][C:2]1[CH:3]=[CH:4][CH:5]=[C:6]2[C:11]=1[NH:10][C:9](=[O:12])[CH:8]=[C:7]2[CH3:13].C(Cl)(Cl)Cl.CO.[Br:20]Br. (2) Given the product [CH3:1][S:2]([C:5]1[CH:6]=[CH:7][C:8]([C:11]2[N:15]3[CH:16]=[N:17][C:18]4[NH:22][CH:21]=[CH:20][C:19]=4[C:14]3=[N:13][N:12]=2)=[CH:9][CH:10]=1)(=[O:3])=[O:4], predict the reactants needed to synthesize it. The reactants are: [CH3:1][S:2]([C:5]1[CH:10]=[CH:9][C:8]([C:11]2[N:15]3[CH:16]=[N:17][C:18]4[N:22](COCC[Si](C)(C)C)[CH:21]=[CH:20][C:19]=4[C:14]3=[N:13][N:12]=2)=[CH:7][CH:6]=1)(=[O:4])=[O:3].C(O)(C(F)(F)F)=O.[NH4+].[OH-]. (3) Given the product [CH2:63]([O:65][C:66](=[O:71])[C@@H:67]([N:69]([CH3:70])[C:22]([C:15]1[N:16]2[C:17]([CH2:18][O:19][CH2:20][CH2:21]2)=[C:13]([C:11](=[O:12])[NH:10][C@@H:7]([C:1]2[CH:6]=[CH:5][CH:4]=[CH:3][CH:2]=2)[CH2:8][CH3:9])[CH:14]=1)=[O:24])[CH3:68])[CH3:64], predict the reactants needed to synthesize it. The reactants are: [C:1]1([C@H:7]([NH:10][C:11]([C:13]2[CH:14]=[C:15]([C:22]([OH:24])=O)[N:16]3[CH2:21][CH2:20][O:19][CH2:18][C:17]=23)=[O:12])[CH2:8][CH3:9])[CH:6]=[CH:5][CH:4]=[CH:3][CH:2]=1.ON1C2C=CC=CC=2N=N1.Cl.C(N=C=NCCCN(C)C)C.CN[C@@H](C)C(O)=O.Cl.C(N(CC)CC)C.Cl.[CH2:63]([O:65][C:66](=[O:71])[C@@H:67]([NH:69][CH3:70])[CH3:68])[CH3:64]. (4) Given the product [CH:64]([N:62]1[CH:63]=[C:59]([S:1][CH2:2][CH:3]2[CH2:8][CH2:7][N:6]([C:9]([O:11][C:12]([CH3:15])([CH3:14])[CH3:13])=[O:10])[CH2:5][CH2:4]2)[CH:60]=[N:61]1)([CH3:66])[CH3:65], predict the reactants needed to synthesize it. The reactants are: [SH:1][CH2:2][CH:3]1[CH2:8][CH2:7][N:6]([C:9]([O:11][C:12]([CH3:15])([CH3:14])[CH3:13])=[O:10])[CH2:5][CH2:4]1.CC1(C)C2C(=C(P(C3C=CC=CC=3)C3C=CC=CC=3)C=CC=2)OC2C(P(C3C=CC=CC=3)C3C=CC=CC=3)=CC=CC1=2.Br[C:59]1[CH:60]=[N:61][N:62]([CH:64]([CH3:66])[CH3:65])[CH:63]=1.C(N(CC)C(C)C)(C)C. (5) Given the product [Si:12]([O:19][C:20]1[CH:29]=[CH:28][CH:27]=[C:26]2[C:21]=1[CH:22]=[CH:23][C:24]([NH:30][C:4]1[C:5]3[C:6](=[CH:7][N:8]=[CH:9][CH:10]=3)[O:2][CH:3]=1)=[CH:25]2)([C:15]([CH3:18])([CH3:17])[CH3:16])([CH3:14])[CH3:13], predict the reactants needed to synthesize it. The reactants are: Cl.[O:2]1[C:6]2=[CH:7][N:8]=[CH:9][CH:10]=[C:5]2[C:4](=O)[CH2:3]1.[Si:12]([O:19][C:20]1[CH:29]=[CH:28][CH:27]=[C:26]2[C:21]=1[CH:22]=[CH:23][C:24]([NH2:30])=[CH:25]2)([C:15]([CH3:18])([CH3:17])[CH3:16])([CH3:14])[CH3:13].